From a dataset of Catalyst prediction with 721,799 reactions and 888 catalyst types from USPTO. Predict which catalyst facilitates the given reaction. (1) Reactant: [NH:1]1[CH2:6][CH2:5][CH:4]([NH:7][C:8](=[O:14])[O:9][C:10]([CH3:13])([CH3:12])[CH3:11])[CH2:3][CH2:2]1.F[C:16]1[CH:21]=[CH:20][C:19]([N+:22]([O-:24])=[O:23])=[CH:18][CH:17]=1.C(=O)([O-])[O-].[K+].[K+]. Product: [N+:22]([C:19]1[CH:20]=[CH:21][C:16]([N:1]2[CH2:2][CH2:3][CH:4]([NH:7][C:8](=[O:14])[O:9][C:10]([CH3:11])([CH3:13])[CH3:12])[CH2:5][CH2:6]2)=[CH:17][CH:18]=1)([O-:24])=[O:23]. The catalyst class is: 40. (2) Reactant: Br[C:2]1[CH:7]=[CH:6][CH:5]=[C:4]([Br:8])[CH:3]=1.C([Li])CCC.[CH2:14]([C:16]1[S:20][C:19]([CH:21]=[O:22])=[CH:18][CH:17]=1)[CH3:15].[Cl-].[NH4+]. Product: [Br:8][C:4]1[CH:3]=[C:2]([CH:21]([C:19]2[S:20][C:16]([CH2:14][CH3:15])=[CH:17][CH:18]=2)[OH:22])[CH:7]=[CH:6][CH:5]=1. The catalyst class is: 7. (3) Reactant: [CH2:1]([O:5][CH2:6][CH2:7][O:8][C:9]1[CH:14]=[CH:13][C:12]([C:15]2[CH:16]=[CH:17][C:18]3[N:24]([C:25](=[O:30])[C:26]([F:29])([F:28])[F:27])[CH2:23][CH2:22][C:21]([C:31]([NH:33][C:34]4[CH:39]=[CH:38][C:37]([CH:40]([OH:48])[C:41]5[C:46]([CH3:47])=[CH:45][CH:44]=[CH:43][N:42]=5)=[CH:36][CH:35]=4)=[O:32])=[CH:20][C:19]=3[CH:49]=2)=[CH:11][CH:10]=1)[CH2:2][CH2:3][CH3:4].ClC1C=CC=C(C(OO)=[O:58])C=1.S([O-])([O-])(=O)=S.[Na+].[Na+]. Product: [CH2:1]([O:5][CH2:6][CH2:7][O:8][C:9]1[CH:10]=[CH:11][C:12]([C:15]2[CH:16]=[CH:17][C:18]3[N:24]([C:25](=[O:30])[C:26]([F:29])([F:28])[F:27])[CH2:23][CH2:22][C:21]([C:31]([NH:33][C:34]4[CH:39]=[CH:38][C:37]([CH:40]([OH:48])[C:41]5[C:46]([CH3:47])=[CH:45][CH:44]=[CH:43][N+:42]=5[O-:58])=[CH:36][CH:35]=4)=[O:32])=[CH:20][C:19]=3[CH:49]=2)=[CH:13][CH:14]=1)[CH2:2][CH2:3][CH3:4]. The catalyst class is: 4. (4) Reactant: [CH3:1][CH2:2][O-].[Na+].[CH:5]([O:7][CH2:8][CH3:9])=[O:6].C(OC(=O)CCl)C.[F:17][C:18]([F:29])([F:28])[C:19]1[CH:24]=[CH:23][C:22]([C:25](=[S:27])[NH2:26])=[CH:21][CH:20]=1. Product: [CH2:8]([O:7][C:5]([C:1]1[S:27][C:25]([C:22]2[CH:23]=[CH:24][C:19]([C:18]([F:28])([F:17])[F:29])=[CH:20][CH:21]=2)=[N:26][CH:2]=1)=[O:6])[CH3:9]. The catalyst class is: 28. (5) Reactant: [OH:1][N:2]1[CH2:7][CH2:6][CH2:5][CH2:4][CH2:3]1.[CH:8]1([Mg]Cl)[CH2:13][CH2:12][CH2:11][CH2:10][CH2:9]1.[Cl-].[NH4+]. Product: [CH:8]1([CH:3]2[CH2:4][CH2:5][CH2:6][CH2:7][N:2]2[OH:1])[CH2:13][CH2:12][CH2:11][CH2:10][CH2:9]1. The catalyst class is: 704.